From a dataset of Full USPTO retrosynthesis dataset with 1.9M reactions from patents (1976-2016). Predict the reactants needed to synthesize the given product. (1) Given the product [C:29]1(=[O:38])[N:28]([CH2:27][CH2:26][CH2:25][O:6][C:5]2[CH:4]=[CH:3][C:19]3[CH2:18][C@H:17]4[N:20]([CH3:21])[CH2:22][CH2:23][C@:9]56[C:8]=3[C:7]=2[O:11][C@H:10]5[C@@H:12]([OH:13])[CH:14]=[CH:15][C@@H:16]46)[C:32](=[O:33])[C:31]2=[CH:34][CH:35]=[CH:36][CH:37]=[C:30]12, predict the reactants needed to synthesize it. The reactants are: [H-].[Na+].[CH:3]1[C:19]2[CH2:18][C@H:17]3[N:20]([CH2:22][CH2:23][C@@:9]45[C@H:16]3[CH:15]=[CH:14][C@H:12]([OH:13])[C@@H:10]4[O:11][C:7]([C:8]=25)=[C:5]([OH:6])[CH:4]=1)[CH3:21].Br[CH2:25][CH2:26][CH2:27][N:28]1[C:32](=[O:33])[C:31]2=[CH:34][CH:35]=[CH:36][CH:37]=[C:30]2[C:29]1=[O:38].[NH4+].[OH-]. (2) Given the product [OH:19][C@@H:16]1[CH2:17][CH2:18][N:14]2[C@:15]1([CH3:23])[C:20](=[O:21])[N:10]([C:4]1[CH:5]=[CH:6][C:7]([C:8]#[N:9])=[C:2]([Cl:1])[C:3]=1[CH3:24])[S:11]2(=[O:13])=[O:12], predict the reactants needed to synthesize it. The reactants are: [Cl:1][C:2]1[C:3]([CH3:24])=[C:4]([NH:10][S:11]([N:14]2[CH2:18][CH2:17][C@@H:16]([OH:19])[C@@:15]2([CH3:23])[C:20](O)=[O:21])(=[O:13])=[O:12])[CH:5]=[CH:6][C:7]=1[C:8]#[N:9].C1CCC(N=C=NC2CCCCC2)CC1.C1C([N+]([O-])=O)=CC=C(O)C=1. (3) Given the product [F:1][C:2]1[CH:7]=[N:6][C:5]([N:8]2[CH:12]=[CH:11][N:10]=[N:9]2)=[C:4]2[NH:13][CH:14]=[C:15]([C:16](=[O:20])[C:17]([N:31]3[CH2:32][CH2:33][CH:28]([CH:27]([C:23]4[N:22]([CH3:21])[CH:26]=[CH:25][N:24]=4)[C:34]4[CH:39]=[CH:38][CH:37]=[CH:36][CH:35]=4)[CH2:29][CH2:30]3)=[O:19])[C:3]=12, predict the reactants needed to synthesize it. The reactants are: [F:1][C:2]1[CH:7]=[N:6][C:5]([N:8]2[CH:12]=[CH:11][N:10]=[N:9]2)=[C:4]2[NH:13][CH:14]=[C:15]([C:16](=[O:20])[C:17]([OH:19])=O)[C:3]=12.[CH3:21][N:22]1[CH:26]=[CH:25][N:24]=[C:23]1[CH:27]([C:34]1[CH:39]=[CH:38][CH:37]=[CH:36][CH:35]=1)[CH:28]1[CH2:33][CH2:32][NH:31][CH2:30][CH2:29]1.CN([P+](ON1N=NC2C=CC=CC1=2)(N(C)C)N(C)C)C.F[P-](F)(F)(F)(F)F.CCN(C(C)C)C(C)C. (4) Given the product [Br:1][C:2]1[C:3]([O:13][CH3:14])=[C:4]([CH:8]=[C:9]([O:11][CH3:12])[CH:10]=1)[C:5]#[N:7], predict the reactants needed to synthesize it. The reactants are: [Br:1][C:2]1[C:3]([O:13][CH3:14])=[C:4]([CH:8]=[C:9]([O:11][CH3:12])[CH:10]=1)[C:5]([NH2:7])=O.P(Cl)(Cl)(Cl)=O. (5) Given the product [CH3:1][C:2]1[CH:7]=[CH:6][C:5]2[C:10]([C:12]3[CH:13]=[N:14][CH:15]=[CH:16][CH:17]=3)=[CH:9][S:8][C:4]=2[CH:3]=1, predict the reactants needed to synthesize it. The reactants are: [CH3:1][C:2]1[CH:3]=[C:4]([S:8][CH2:9][C:10]([C:12]2[CH:13]=[N:14][CH:15]=[CH:16][CH:17]=2)=O)[CH:5]=[CH:6][CH:7]=1.O.[OH-].[Na+]. (6) The reactants are: [CH3:1][N:2]1[C:10](=[O:11])[C:9]2[N:8]([CH2:12][CH:13]=[CH2:14])[CH:7]=[N:6][C:5]=2[N:4]([CH2:15][CH2:16][CH2:17][CH2:18][CH3:19])[C:3]1=[O:20].CN([CH:24]=[O:25])C. Given the product [CH3:1][N:2]1[C:10](=[O:11])[C:9]2[N:8]([CH2:12][CH:13]=[CH2:14])[C:7]([CH:24]=[O:25])=[N:6][C:5]=2[N:4]([CH2:15][CH2:16][CH2:17][CH2:18][CH3:19])[C:3]1=[O:20], predict the reactants needed to synthesize it. (7) The reactants are: [NH2:1][NH:2][C:3]([C:5]1[CH:10]=[CH:9][CH:8]=[CH:7][N:6]=1)=[NH:4].[Br:11][C:12]1[CH:19]=[CH:18][C:15]([CH:16]=O)=[CH:14][CH:13]=1. Given the product [Br:11][C:12]1[CH:19]=[CH:18][C:15]([C:16]2[NH:1][N:2]=[C:3]([C:5]3[CH:10]=[CH:9][CH:8]=[CH:7][N:6]=3)[N:4]=2)=[CH:14][CH:13]=1, predict the reactants needed to synthesize it. (8) Given the product [CH2:33]([O:32][C:30](=[O:31])[C:11]1[C:12]([F:15])=[CH:13][CH:14]=[C:9]([N:8]([CH2:1][C:2]2[CH:3]=[CH:4][CH:5]=[CH:6][CH:7]=2)[CH2:17][C:18]2[CH:23]=[CH:22][CH:21]=[CH:20][CH:19]=2)[C:10]=1[F:16])[C:34]1[CH:39]=[CH:38][CH:37]=[CH:36][CH:35]=1, predict the reactants needed to synthesize it. The reactants are: [CH2:1]([N:8]([CH2:17][C:18]1[CH:23]=[CH:22][CH:21]=[CH:20][CH:19]=1)[C:9]1[CH:14]=[CH:13][C:12]([F:15])=[CH:11][C:10]=1[F:16])[C:2]1[CH:7]=[CH:6][CH:5]=[CH:4][CH:3]=1.C([Li])CCC.Cl[C:30]([O:32][CH2:33][C:34]1[CH:39]=[CH:38][CH:37]=[CH:36][CH:35]=1)=[O:31].O.